From a dataset of Experimentally validated miRNA-target interactions with 360,000+ pairs, plus equal number of negative samples. Binary Classification. Given a miRNA mature sequence and a target amino acid sequence, predict their likelihood of interaction. (1) The miRNA is rno-miR-375-3p with sequence UUUGUUCGUUCGGCUCGCGUGA. The protein sequence of the target gene is MERARDRLHLRRTTEQHVPEVEVQVKRRRTASLSNQECQLYPRRSQQQQVPVVDFQAELRQAFLAETPRGG. Result: 0 (no interaction). (2) The miRNA is hsa-miR-6759-3p with sequence UGACCUUUGCCUCUCCCCUCAG. The protein sequence of the target gene is MAWQVSLLELEDWLQCPICLEVFKEPLMLQCGHSYCKGCLVSLSCHLDAELRCPVCRQAVDGSSSLPNVSLARVIEALRLPGDPEPKVCVHHRNPLSLFCEKDQELICGLCGLLGSHQHHPVTPVSTVYSRMKEELAALISELKQEQKKVDELIAKLVNNRTRIVNESDVFSWVIRREFQELHHLVDEEKARCLEGIGGHTRGLVASLDMQLEQAQGTRERLAQAECVLEQFGNEDHHKFIRKFHSMASRAEMPQARPLEGAFSPISFKPGLHQADIKLTVWKRLFRKVLPAPEPLKLDP.... Result: 0 (no interaction). (3) The miRNA is mmu-miR-1188-5p with sequence UGGUGUGAGGUUGGGCCAGGA. The protein sequence of the target gene is MEFCLAQPCPQGNHEATSSTFNTFQPMNLTQGRCQNLSCGSRPSMQVMKEQGVQLSPRTNHTVVSASAPGTAWVLGNADRAEEVPGKGDLSLQAETRAWVQKTQAHWLLLKTAPLWFHGFITRREAERLLQPQPLGCYLVRFSESAVTFVLSYRSQTCCRHFLLAQLGDGRHVVLGEDSAHAQLQDLLEHYTECPLSPYGEILTQPLARQTAEPAGLSLRADSDSGSKRQDPDTQLSLLLQQGQAQASGHTEKVWASQQKATSQASRPRPPIPAKPQLPPEVYTSPASRLHQAPPINPIY.... Result: 1 (interaction).